This data is from Merck oncology drug combination screen with 23,052 pairs across 39 cell lines. The task is: Regression. Given two drug SMILES strings and cell line genomic features, predict the synergy score measuring deviation from expected non-interaction effect. (1) Drug 1: O=S1(=O)NC2(CN1CC(F)(F)F)C1CCC2Cc2cc(C=CCN3CCC(C(F)(F)F)CC3)ccc2C1. Drug 2: CC1(c2nc3c(C(N)=O)cccc3[nH]2)CCCN1. Cell line: HCT116. Synergy scores: synergy=-3.86. (2) Drug 1: CN1C(=O)C=CC2(C)C3CCC4(C)C(NC(=O)OCC(F)(F)F)CCC4C3CCC12. Drug 2: CCc1c2c(nc3ccc(O)cc13)-c1cc3c(c(=O)n1C2)COC(=O)C3(O)CC. Cell line: UWB1289BRCA1. Synergy scores: synergy=11.1. (3) Drug 1: CCC1(O)C(=O)OCc2c1cc1n(c2=O)Cc2cc3c(CN(C)C)c(O)ccc3nc2-1. Drug 2: CCc1cnn2c(NCc3ccc[n+]([O-])c3)cc(N3CCCCC3CCO)nc12. Cell line: SKOV3. Synergy scores: synergy=-21.8. (4) Drug 1: CN(C)C(=N)N=C(N)N. Drug 2: O=C(NOCC(O)CO)c1ccc(F)c(F)c1Nc1ccc(I)cc1F. Cell line: SKMEL30. Synergy scores: synergy=1.59.